Dataset: NCI-60 drug combinations with 297,098 pairs across 59 cell lines. Task: Regression. Given two drug SMILES strings and cell line genomic features, predict the synergy score measuring deviation from expected non-interaction effect. (1) Drug 2: CC(C)NC(=O)C1=CC=C(C=C1)CNNC.Cl. Drug 1: C1CCC(CC1)NC(=O)N(CCCl)N=O. Synergy scores: CSS=20.3, Synergy_ZIP=-5.55, Synergy_Bliss=1.33, Synergy_Loewe=-12.0, Synergy_HSA=0.353. Cell line: 786-0. (2) Drug 1: CC1=C(C=C(C=C1)NC(=O)C2=CC=C(C=C2)CN3CCN(CC3)C)NC4=NC=CC(=N4)C5=CN=CC=C5. Drug 2: C1CN(CCN1C(=O)CCBr)C(=O)CCBr. Cell line: RXF 393. Synergy scores: CSS=8.20, Synergy_ZIP=-3.84, Synergy_Bliss=-0.459, Synergy_Loewe=-5.51, Synergy_HSA=-0.0924. (3) Drug 1: COC1=NC(=NC2=C1N=CN2C3C(C(C(O3)CO)O)O)N. Drug 2: CC1=C(C(=O)C2=C(C1=O)N3CC4C(C3(C2COC(=O)N)OC)N4)N. Cell line: MDA-MB-435. Synergy scores: CSS=3.36, Synergy_ZIP=-4.32, Synergy_Bliss=-5.68, Synergy_Loewe=-8.67, Synergy_HSA=-4.35. (4) Drug 1: C1=NC2=C(N1)C(=S)N=CN2. Drug 2: CCN(CC)CCCC(C)NC1=C2C=C(C=CC2=NC3=C1C=CC(=C3)Cl)OC. Cell line: U251. Synergy scores: CSS=35.8, Synergy_ZIP=-3.22, Synergy_Bliss=3.76, Synergy_Loewe=-2.20, Synergy_HSA=4.16. (5) Drug 1: C1=NC2=C(N=C(N=C2N1C3C(C(C(O3)CO)O)O)F)N. Drug 2: CC1CCC2CC(C(=CC=CC=CC(CC(C(=O)C(C(C(=CC(C(=O)CC(OC(=O)C3CCCCN3C(=O)C(=O)C1(O2)O)C(C)CC4CCC(C(C4)OC)O)C)C)O)OC)C)C)C)OC. Cell line: SF-295. Synergy scores: CSS=-6.86, Synergy_ZIP=0.708, Synergy_Bliss=-6.49, Synergy_Loewe=-8.40, Synergy_HSA=-10.8. (6) Drug 1: CCCS(=O)(=O)NC1=C(C(=C(C=C1)F)C(=O)C2=CNC3=C2C=C(C=N3)C4=CC=C(C=C4)Cl)F. Drug 2: CN(CC1=CN=C2C(=N1)C(=NC(=N2)N)N)C3=CC=C(C=C3)C(=O)NC(CCC(=O)O)C(=O)O. Cell line: HOP-92. Synergy scores: CSS=5.16, Synergy_ZIP=-2.48, Synergy_Bliss=-2.12, Synergy_Loewe=-7.26, Synergy_HSA=-3.76. (7) Drug 1: C1CCC(C1)C(CC#N)N2C=C(C=N2)C3=C4C=CNC4=NC=N3. Drug 2: C1CCC(CC1)NC(=O)N(CCCl)N=O. Cell line: MDA-MB-231. Synergy scores: CSS=24.2, Synergy_ZIP=-0.134, Synergy_Bliss=5.04, Synergy_Loewe=2.89, Synergy_HSA=6.12.